Dataset: Catalyst prediction with 721,799 reactions and 888 catalyst types from USPTO. Task: Predict which catalyst facilitates the given reaction. (1) Reactant: [C:1]1([CH:7]([C:27]2[CH:32]=[CH:31][CH:30]=[CH:29][CH:28]=2)[N:8]2[C:16]3[C:11](=[CH:12][CH:13]=[CH:14][CH:15]=3)[CH:10]([C:17]3[C:22]([OH:23])=[CH:21][N:20]=[C:19]([O:24][CH3:25])[CH:18]=3)[C:9]2=[O:26])[CH:6]=[CH:5][CH:4]=[CH:3][CH:2]=1.[C:33](=O)([O-])[O-].[Cs+].[Cs+].ClCI. Product: [C:1]1([CH:7]([N:8]2[C:16]3[C:11](=[CH:12][CH:13]=[CH:14][CH:15]=3)[C:10]3([C:17]4[C:22](=[CH:21][N:20]=[C:19]([O:24][CH3:25])[CH:18]=4)[O:23][CH2:33]3)[C:9]2=[O:26])[C:27]2[CH:32]=[CH:31][CH:30]=[CH:29][CH:28]=2)[CH:2]=[CH:3][CH:4]=[CH:5][CH:6]=1. The catalyst class is: 7. (2) Reactant: O[C:2]1[N:3]=[C:4]2[C:12]([O:13][CH3:14])=[C:11]([CH2:15][CH2:16][C:17]3[S:18][CH:19]=[C:20]([CH:22]([CH3:24])[CH3:23])[N:21]=3)[CH:10]=[CH:9][N:5]2[C:6](=[O:8])[CH:7]=1.C(N(CC)CC)C.S(Cl)(C1C=CC(C)=CC=1)(=O)=O.[NH:43]1[CH2:48][CH2:47][O:46][CH2:45][CH2:44]1. Product: [CH:22]([C:20]1[N:21]=[C:17]([CH2:16][CH2:15][C:11]2[CH:10]=[CH:9][N:5]3[C:6](=[O:8])[CH:7]=[C:2]([N:43]4[CH2:48][CH2:47][O:46][CH2:45][CH2:44]4)[N:3]=[C:4]3[C:12]=2[O:13][CH3:14])[S:18][CH:19]=1)([CH3:23])[CH3:24]. The catalyst class is: 2. (3) Reactant: Cl[C:2](OC1C=CC=CC=1)=[O:3].[Cl:11][C:12]1[N:17]=[C:16]([NH:18][CH:19]2[CH2:23][CH2:22][CH2:21][CH2:20]2)[C:15]([NH2:24])=[CH:14][N:13]=1.C([O-])(O)=O.[Na+]. Product: [Cl:11][C:12]1[N:17]=[C:16]2[C:15]([NH:24][C:2](=[O:3])[N:18]2[CH:19]2[CH2:23][CH2:22][CH2:21][CH2:20]2)=[CH:14][N:13]=1. The catalyst class is: 161. (4) Reactant: [CH:1]1[C:9]2[C:8]3[CH:10]=[CH:11][CH:12]=[CH:13][C:7]=3[O:6][C:5]=2[CH:4]=[CH:3][CH:2]=1.CC([O-])(C)C.[K+].[SiH](CC)(CC)CC. Product: [C:9]1([C:8]2[CH:7]=[CH:13][CH:12]=[CH:11][CH:10]=2)[C:5]([OH:6])=[CH:4][CH:3]=[CH:2][CH:1]=1. The catalyst class is: 728. (5) Reactant: [CH3:1][O:2][C:3]1[CH:4]=[C:5]([NH:9][C:10](=[O:16])[O:11][C:12]([CH3:15])([CH3:14])[CH3:13])[CH:6]=[CH:7][CH:8]=1.[Li]CCCC.[C:22](OCC)(=[O:28])[C:23]([O:25][CH2:26][CH3:27])=[O:24]. Product: [C:12]([O:11][C:10]([NH:9][C:5]1[CH:6]=[CH:7][CH:8]=[C:3]([O:2][CH3:1])[C:4]=1[C:22](=[O:28])[C:23]([O:25][CH2:26][CH3:27])=[O:24])=[O:16])([CH3:13])([CH3:15])[CH3:14]. The catalyst class is: 1.